The task is: Predict the product of the given reaction.. This data is from Forward reaction prediction with 1.9M reactions from USPTO patents (1976-2016). (1) The product is: [Br:1][C:2]1[CH:3]=[C:4]2[C:8](=[CH:9][CH:10]=1)[CH:7]([N:11]1[CH2:16][CH2:15][N:14]([C:17]3([CH3:30])[CH2:22][CH2:21][NH:20][CH2:19][CH2:18]3)[CH2:13][C@@H:12]1[CH3:31])[CH2:6][CH2:5]2. Given the reactants [Br:1][C:2]1[CH:3]=[C:4]2[C:8](=[CH:9][CH:10]=1)[CH:7]([N:11]1[CH2:16][CH2:15][N:14]([C:17]3([CH3:30])[CH2:22][CH2:21][N:20](C(OC(C)(C)C)=O)[CH2:19][CH2:18]3)[CH2:13][C@@H:12]1[CH3:31])[CH2:6][CH2:5]2, predict the reaction product. (2) Given the reactants [CH3:1][O:2][C:3]1[C:11]2[O:10][CH:9]([CH3:12])[CH2:8][C:7]=2[C:6]([CH3:13])=[C:5]([N:14]2[CH2:19][CH2:18][NH:17][CH2:16][CH2:15]2)[C:4]=1[CH3:20].Br[C:22]1[CH:27]=[CH:26][C:25]([O:28][CH2:29][CH3:30])=[CH:24][CH:23]=1, predict the reaction product. The product is: [CH2:29]([O:28][C:25]1[CH:26]=[CH:27][C:22]([N:17]2[CH2:18][CH2:19][N:14]([C:5]3[C:4]([CH3:20])=[C:3]([O:2][CH3:1])[C:11]4[O:10][CH:9]([CH3:12])[CH2:8][C:7]=4[C:6]=3[CH3:13])[CH2:15][CH2:16]2)=[CH:23][CH:24]=1)[CH3:30]. (3) The product is: [S:24]1[C:23]([CH2:4][C:5]2[CH:10]=[C:9]([Br:11])[CH:8]=[CH:7][C:6]=2[CH2:12][CH3:13])=[CH:22][C:20]2[CH:21]=[CH:16][CH:17]=[CH:18][C:19]1=2. Given the reactants CON(C)[C:4](=O)[C:5]1[CH:10]=[C:9]([Br:11])[CH:8]=[CH:7][C:6]=1[CH2:12][CH3:13].[CH:16]1[CH:17]=[CH:18][C:19]2[S:24][CH:23]=[CH:22][C:20]=2[CH:21]=1, predict the reaction product. (4) Given the reactants [Cl:1][C:2]1[CH:3]=[C:4]([CH:17]=[CH:18][C:19]=1[Cl:20])[CH2:5][NH:6][C:7]([NH:9][C:10]1[S:11][CH:12]=[C:13]([CH:15]=O)[N:14]=1)=[O:8].[OH-].[Na+].[NH2:23][CH2:24][CH2:25][CH2:26][P:27](=[O:30])([OH:29])[OH:28].C([BH3-])#N.[Na+], predict the reaction product. The product is: [Cl:1][C:2]1[CH:3]=[C:4]([CH:17]=[CH:18][C:19]=1[Cl:20])[CH2:5][NH:6][C:7](=[O:8])[NH:9][C:10]1[S:11][CH:12]=[C:13]([CH2:15][NH:23][CH2:24][CH2:25][CH2:26][P:27](=[O:28])([OH:30])[OH:29])[N:14]=1. (5) Given the reactants [NH2:1][C:2]1[C:7]([OH:8])=[CH:6][CH:5]=[CH:4][N:3]=1.COC(OC)OC.O.[C:17]1([CH3:27])C=CC(S(O)(=O)=O)=CC=1.C(Cl)(Cl)[Cl:29], predict the reaction product. The product is: [Cl:29][CH2:17][C:27]1[O:8][C:7]2[C:2]([N:1]=1)=[N:3][CH:4]=[CH:5][CH:6]=2. (6) The product is: [C:1]([O:5][C:6]([N:8]1[CH2:12][CH2:11][CH2:10][CH:9]1[C:13]1[NH:14][C:15]([C:18]2[CH:23]=[CH:22][C:21]([Br:24])=[C:20]([CH2:25][OH:26])[CH:19]=2)=[CH:16][N:17]=1)=[O:7])([CH3:4])([CH3:2])[CH3:3]. Given the reactants [C:1]([O:5][C:6]([N:8]1[CH2:12][CH2:11][CH2:10][CH:9]1[C:13]1[NH:14][C:15]([C:18]2[CH:23]=[CH:22][C:21]([Br:24])=[C:20]([C:25](OC)=[O:26])[CH:19]=2)=[CH:16][N:17]=1)=[O:7])([CH3:4])([CH3:3])[CH3:2].CC(C[AlH]CC(C)C)C.C1COCC1, predict the reaction product.